From a dataset of Peptide-MHC class I binding affinity with 185,985 pairs from IEDB/IMGT. Regression. Given a peptide amino acid sequence and an MHC pseudo amino acid sequence, predict their binding affinity value. This is MHC class I binding data. (1) The binding affinity (normalized) is 0.236. The MHC is HLA-B27:05 with pseudo-sequence HLA-B27:05. The peptide sequence is NKIILSQE. (2) The peptide sequence is HQKKNEISF. The MHC is HLA-A29:02 with pseudo-sequence HLA-A29:02. The binding affinity (normalized) is 0.0847. (3) The peptide sequence is HKPGSTWLYT. The MHC is Mamu-A01 with pseudo-sequence Mamu-A01. The binding affinity (normalized) is 0. (4) The peptide sequence is ECYVQRFFLR. The MHC is HLA-A11:01 with pseudo-sequence HLA-A11:01. The binding affinity (normalized) is 0.0419. (5) The binding affinity (normalized) is 0.779. The peptide sequence is KVMDFGIAR. The MHC is HLA-A11:01 with pseudo-sequence HLA-A11:01. (6) The peptide sequence is MRDLRQHEV. The MHC is HLA-B15:01 with pseudo-sequence HLA-B15:01. The binding affinity (normalized) is 0.0847. (7) The peptide sequence is GHINVELSL. The MHC is Mamu-A07 with pseudo-sequence Mamu-A07. The binding affinity (normalized) is 0.534.